Dataset: Reaction yield outcomes from USPTO patents with 853,638 reactions. Task: Predict the reaction yield, written as a fraction of the theoretical maximum amount of product (1.0 means a 100% yield; for example, 0.34 means a 34% yield). The reactants are C(=[N:14][C:15]1[N:16]=[C:17]2[C:23]([Cl:24])=[CH:22][N:21]([CH2:25][O:26][CH2:27][CH2:28][Si:29]([CH3:32])([CH3:31])[CH3:30])[C:18]2=[N:19][CH:20]=1)(C1C=CC=CC=1)C1C=CC=CC=1.CC([O-])=O.[Na+].NO.Cl. The catalyst is CO. The product is [Cl:24][C:23]1[C:17]2[C:18](=[N:19][CH:20]=[C:15]([NH2:14])[N:16]=2)[N:21]([CH2:25][O:26][CH2:27][CH2:28][Si:29]([CH3:32])([CH3:31])[CH3:30])[CH:22]=1. The yield is 0.320.